This data is from Orexin1 receptor HTS with 218,158 compounds and 233 confirmed actives. The task is: Binary Classification. Given a drug SMILES string, predict its activity (active/inactive) in a high-throughput screening assay against a specified biological target. (1) The compound is s1c2c(nc1C)ccc(NC(=O)c1ccc([N+]([O-])=O)cc1)c2. The result is 0 (inactive). (2) The molecule is O=C(NC1CCC(CC1)C)C1CCCN(C1)Cc1nc(oc1C)c1cc(ccc1)C. The result is 0 (inactive).